Dataset: Full USPTO retrosynthesis dataset with 1.9M reactions from patents (1976-2016). Task: Predict the reactants needed to synthesize the given product. (1) The reactants are: B(F)(F)F.CCOCC.[OH:10][C:11]1[C:20]([CH3:21])=[C:19]2[C:14]([CH:15]=[C:16]([NH:23][C:24](=[O:33])[O:25][CH2:26][C:27]3[CH:32]=[CH:31][CH:30]=[CH:29][CH:28]=3)[C:17](=[O:22])[O:18]2)=[CH:13][C:12]=1[O:34][CH:35]([CH3:37])[CH3:36].ClC(Cl)(Cl)C(=N)O[C@H:42]1[C@@H:47]2[O:48][C:49](=[O:51])[O:50][C@@H:46]2[C@@H:45]([O:52][CH3:53])[C:44]([CH3:55])([CH3:54])[O:43]1.C(N(CC)CC)C. Given the product [CH:35]([O:34][C:12]1[CH:13]=[C:14]2[C:19](=[C:20]([CH3:21])[C:11]=1[O:10][C@H:42]1[C@@H:47]3[O:48][C:49](=[O:51])[O:50][C@@H:46]3[C@@H:45]([O:52][CH3:53])[C:44]([CH3:55])([CH3:54])[O:43]1)[O:18][C:17](=[O:22])[C:16]([NH:23][C:24](=[O:33])[O:25][CH2:26][C:27]1[CH:32]=[CH:31][CH:30]=[CH:29][CH:28]=1)=[CH:15]2)([CH3:37])[CH3:36], predict the reactants needed to synthesize it. (2) Given the product [CH3:1][C:2]1[N:11]=[C:12]([CH:14]2[O:19][CH2:18][CH2:17][N:16]([CH2:20][C:21]3[CH:26]=[CH:25][CH:24]=[CH:23][CH:22]=3)[CH2:15]2)[NH:34][C:3]=1[C:4]1[CH:9]=[CH:8][CH:7]=[CH:6][CH:5]=1, predict the reactants needed to synthesize it. The reactants are: [CH3:1][CH:2]([NH:11][C:12]([CH:14]1[O:19][CH2:18][CH2:17][N:16]([CH2:20][C:21]2[CH:26]=[CH:25][CH:24]=[CH:23][CH:22]=2)[CH2:15]1)=O)[C:3](=O)[C:4]1[CH:9]=[CH:8][CH:7]=[CH:6][CH:5]=1.FC(F)(F)C([O-])=O.[NH4+:34]. (3) Given the product [CH3:20][C:17]1[N:16]([CH2:21][CH2:22][CH2:23][C:24]2[CH:29]=[CH:28][C:27]([CH2:30][CH2:31][CH2:32][CH2:33][CH3:34])=[CH:26][CH:25]=2)[C:15]([C:12]2[CH:11]=[CH:10][C:9]([OH:8])=[CH:14][CH:13]=2)=[CH:19][CH:18]=1, predict the reactants needed to synthesize it. The reactants are: C([O:8][C:9]1[CH:14]=[CH:13][C:12]([C:15]2[N:16]([CH2:21][CH2:22][CH2:23][C:24]3[CH:29]=[CH:28][C:27]([CH2:30][CH2:31][CH2:32][CH2:33][CH3:34])=[CH:26][CH:25]=3)[C:17]([CH3:20])=[CH:18][CH:19]=2)=[CH:11][CH:10]=1)C1C=CC=CC=1. (4) Given the product [F:15][C:16]1[CH:17]=[C:18]([C:2]2[N:7]=[N:6][C:5]([NH2:8])=[N:4][C:3]=2[C:9]2[CH:14]=[CH:13][CH:12]=[CH:11][CH:10]=2)[CH:19]=[C:20]([O:22][CH3:23])[CH:21]=1, predict the reactants needed to synthesize it. The reactants are: Br[C:2]1[N:7]=[N:6][C:5]([NH2:8])=[N:4][C:3]=1[C:9]1[CH:14]=[CH:13][CH:12]=[CH:11][CH:10]=1.[F:15][C:16]1[CH:17]=[C:18](B(O)O)[CH:19]=[C:20]([O:22][CH3:23])[CH:21]=1. (5) Given the product [Cl:26][C:4]1[CH:3]=[C:2]([CH:24]=[C:23]([CH3:25])[C:5]=1[O:6][C:7]1[N:11]([CH3:12])[C:10]2[C:13]([CH:18]([CH2:21][CH3:22])[CH2:19][CH3:20])=[CH:14][CH:15]=[C:16]([Cl:17])[C:9]=2[N:8]=1)[C:32]([OH:34])=[O:33], predict the reactants needed to synthesize it. The reactants are: Br[C:2]1[CH:24]=[C:23]([CH3:25])[C:5]([O:6][C:7]2[N:11]([CH3:12])[C:10]3[C:13]([CH:18]([CH2:21][CH3:22])[CH2:19][CH3:20])=[CH:14][CH:15]=[C:16]([Cl:17])[C:9]=3[N:8]=2)=[C:4]([Cl:26])[CH:3]=1.C([Li])CCC.[C:32](=[O:34])=[O:33].[Cl-].[NH4+]. (6) Given the product [C:21]([C:2]1[CH:3]=[CH:4][C:5]2[O:10][C:9]([CH3:11])([CH3:12])[CH2:28][O:29][C:6]=2[CH:13]=1)(=[O:23])[CH3:22], predict the reactants needed to synthesize it. The reactants are: Br[C:2]1[CH:3]=[CH:4][C:5]2[O:10][C:9]([CH3:12])([CH3:11])OC[C:6]=2[CH:13]=1.C([Li])CCC.CN(OC)[C:21](=[O:23])[CH3:22].C1C[O:29][CH2:28]C1. (7) Given the product [CH3:1][O:2][C:3]1[CH:4]=[C:5]2[C:10](=[CH:11][C:12]=1[O:13][CH3:14])[N:9]=[CH:8][CH:7]=[C:6]2[O:15][C:16]1[CH:22]=[CH:21][C:19]([NH:20][C:32]([NH:27][CH2:43][CH2:42][CH2:41][N:40]([CH2:36][CH2:37][CH2:38][CH3:39])[CH2:45][CH2:46][CH2:47][CH3:48])=[S:33])=[C:18]([CH3:23])[C:17]=1[CH3:24], predict the reactants needed to synthesize it. The reactants are: [CH3:1][O:2][C:3]1[CH:4]=[C:5]2[C:10](=[CH:11][C:12]=1[O:13][CH3:14])[N:9]=[CH:8][CH:7]=[C:6]2[O:15][C:16]1[CH:22]=[CH:21][C:19]([NH2:20])=[C:18]([CH3:23])[C:17]=1[CH3:24].C([N:27](CC)CC)C.[C:32](Cl)(Cl)=[S:33].[CH2:36]([N:40]([CH2:45][CH2:46][CH2:47][CH3:48])[CH2:41][CH:42](N)[CH3:43])[CH2:37][CH2:38][CH3:39]. (8) Given the product [F:13][C:14]1[CH:21]=[CH:20][C:19]([F:22])=[CH:18][C:15]=1[CH2:16][C:2]1[CH:3]=[C:4]([CH:9]=[CH:10][N:11]=1)[C:5]([O:7][CH3:8])=[O:6], predict the reactants needed to synthesize it. The reactants are: Cl[C:2]1[CH:3]=[C:4]([CH:9]=[CH:10][N:11]=1)[C:5]([O:7][CH3:8])=[O:6].[Br-].[F:13][C:14]1[CH:21]=[CH:20][C:19]([F:22])=[CH:18][C:15]=1[CH2:16][Zn+].